From a dataset of Reaction yield outcomes from USPTO patents with 853,638 reactions. Predict the reaction yield, written as a fraction of the theoretical maximum amount of product (1.0 means a 100% yield; for example, 0.34 means a 34% yield). (1) The reactants are [CH2:1]([CH:3]([CH2:20][CH3:21])[CH:4]([NH2:19])[C:5]1[N:9]([CH2:10][C:11]2[CH:16]=[CH:15][C:14]([O:17][CH3:18])=[CH:13][CH:12]=2)[N:8]=[CH:7][CH:6]=1)[CH3:2].[Br:22][C:23]1[CH:28]=[CH:27][C:26]([S:29](Cl)(=[O:31])=[O:30])=[CH:25][CH:24]=1.S(Cl)(Cl)(=O)=O. No catalyst specified. The product is [Br:22][C:23]1[CH:28]=[CH:27][C:26]([S:29]([NH:19][CH:4]([C:5]2[N:9]([CH2:10][C:11]3[CH:12]=[CH:13][C:14]([O:17][CH3:18])=[CH:15][CH:16]=3)[N:8]=[CH:7][CH:6]=2)[CH:3]([CH2:1][CH3:2])[CH2:20][CH3:21])(=[O:31])=[O:30])=[CH:25][CH:24]=1. The yield is 0.670. (2) The reactants are [BH4-].[Na+].[Br:3][C:4]1[CH:12]=[CH:11][C:7](/[CH:8]=[N:9]\[CH3:10])=[CH:6][C:5]=1[Cl:13]. The catalyst is CO. The product is [Br:3][C:4]1[CH:12]=[CH:11][C:7]([CH2:8][NH:9][CH3:10])=[CH:6][C:5]=1[Cl:13]. The yield is 0.692. (3) The reactants are I[C:2]1[CH:3]=[C:4]2[C:9](=[CH:10][CH:11]=1)[N:8]=[CH:7][CH:6]=[CH:5]2.Br[C:13]([F:20])([F:19])[C:14]([O:16][CH2:17][CH3:18])=[O:15].[Cl-].[NH4+].C(OCC)(=O)C. The catalyst is CS(C)=O.[Cu]. The yield is 0.500. The product is [CH2:17]([O:16][C:14](=[O:15])[C:13]([F:20])([F:19])[C:2]1[CH:3]=[C:4]2[C:9](=[CH:10][CH:11]=1)[N:8]=[CH:7][CH:6]=[CH:5]2)[CH3:18]. (4) The reactants are O[C:2]1([C:22]([F:25])([F:24])[F:23])[CH2:6][N:5]([C:7]2[CH:12]=[CH:11][C:10]([S:13]([CH3:16])(=[O:15])=[O:14])=[CH:9][CH:8]=2)[C:4]([C:17]2[S:18][CH:19]=[CH:20][CH:21]=2)=[N:3]1.O.C1(C)C=CC(S(O)(=O)=O)=CC=1. The product is [CH3:16][S:13]([C:10]1[CH:9]=[CH:8][C:7]([N:5]2[CH:6]=[C:2]([C:22]([F:25])([F:24])[F:23])[N:3]=[C:4]2[C:17]2[S:18][CH:19]=[CH:20][CH:21]=2)=[CH:12][CH:11]=1)(=[O:14])=[O:15]. The yield is 0.820. The catalyst is C1(C)C=CC=CC=1.